This data is from Reaction yield outcomes from USPTO patents with 853,638 reactions. The task is: Predict the reaction yield, written as a fraction of the theoretical maximum amount of product (1.0 means a 100% yield; for example, 0.34 means a 34% yield). (1) The reactants are [C:1]1(=[O:10])[C:9]2[C:4](=[CH:5][CH:6]=[CH:7][CH:8]=2)[CH2:3][CH2:2]1.[C:11]([C:14]1[CH:21]=[CH:20][C:17]([CH:18]=O)=[CH:16][CH:15]=1)([OH:13])=[O:12].[OH-].[K+]. The catalyst is CCO. The product is [O:10]=[C:1]1[C:9]2[C:4](=[CH:5][CH:6]=[CH:7][CH:8]=2)[CH2:3][C:2]1=[CH:18][C:17]1[CH:20]=[CH:21][C:14]([C:11]([OH:13])=[O:12])=[CH:15][CH:16]=1. The yield is 0.570. (2) The catalyst is C(O)(=O)C. The reactants are [CH2:1]([O:3][C:4]1[CH:5]=[C:6]([CH:12]([NH2:18])[CH2:13][S:14]([CH3:17])(=[O:16])=[O:15])[CH:7]=[CH:8][C:9]=1[O:10][CH3:11])[CH3:2].[C:19]([NH:22][C:23]1[CH:33]=[CH:32][CH:31]=[C:25]2[C:26]([O:28][C:29](=O)[C:24]=12)=[O:27])(=[O:21])[CH3:20]. The product is [CH2:1]([O:3][C:4]1[CH:5]=[C:6]([CH:12]([N:18]2[C:29](=[O:28])[C:24]3[C:25](=[CH:31][CH:32]=[CH:33][C:23]=3[NH:22][C:19](=[O:21])[CH3:20])[C:26]2=[O:27])[CH2:13][S:14]([CH3:17])(=[O:16])=[O:15])[CH:7]=[CH:8][C:9]=1[O:10][CH3:11])[CH3:2]. The yield is 0.590. (3) The catalyst is C(C#N)C.CN(C=O)C.CC([O-])=O.CC([O-])=O.[Pd+2]. The product is [CH2:18]([O:20][C:21]([C:23]1[C:24](=[O:34])[NH:25][C:26]2[C:31]([CH:32]=1)=[CH:30][C:29](/[CH:5]=[CH:4]/[C:3](=[O:6])[N:2]([CH3:1])[CH2:7][C:8]1[S:12][C:11]3[CH:13]=[CH:14][CH:15]=[CH:16][C:10]=3[C:9]=1[CH3:17])=[CH:28][N:27]=2)=[O:22])[CH3:19]. The yield is 0.560. The reactants are [CH3:1][N:2]([CH2:7][C:8]1[S:12][C:11]2[CH:13]=[CH:14][CH:15]=[CH:16][C:10]=2[C:9]=1[CH3:17])[C:3](=[O:6])[CH:4]=[CH2:5].[CH2:18]([O:20][C:21]([C:23]1[C:24](=[O:34])[NH:25][C:26]2[C:31]([CH:32]=1)=[CH:30][C:29](Br)=[CH:28][N:27]=2)=[O:22])[CH3:19].CCN(C(C)C)C(C)C.